From a dataset of Full USPTO retrosynthesis dataset with 1.9M reactions from patents (1976-2016). Predict the reactants needed to synthesize the given product. (1) Given the product [CH:26]1([CH2:25][O:24][C:12]2[CH:11]=[C:10]([CH:5]([CH2:6][CH:7]([CH3:9])[CH3:8])[C:4]([OH:29])=[O:3])[CH:15]=[CH:14][C:13]=2[C:16]2[CH:21]=[CH:20][N:19]=[C:18]([O:22][CH3:23])[CH:17]=2)[CH2:27][CH2:28]1, predict the reactants needed to synthesize it. The reactants are: C([O:3][C:4](=[O:29])[CH:5]([C:10]1[CH:15]=[CH:14][C:13]([C:16]2[CH:21]=[CH:20][N:19]=[C:18]([O:22][CH3:23])[CH:17]=2)=[C:12]([O:24][CH2:25][CH:26]2[CH2:28][CH2:27]2)[CH:11]=1)[CH2:6][CH:7]([CH3:9])[CH3:8])C.[OH-].[K+]. (2) Given the product [Br:1][C:2]1[N:7]=[C:6]2[N:8]([CH2:11][C:12]3[CH:23]=[CH:22][C:15]4[N:16]=[C:17]([NH:24][C@@H:25]5[CH2:30][CH2:29][CH2:28][CH2:27][C@H:26]5[OH:31])[S:18][C:14]=4[CH:13]=3)[CH:9]=[N:10][C:5]2=[CH:4][CH:3]=1, predict the reactants needed to synthesize it. The reactants are: [Br:1][C:2]1[N:7]=[C:6]2[N:8]([CH2:11][C:12]3[CH:23]=[CH:22][C:15]4[N:16]=[C:17](S(C)=O)[S:18][C:14]=4[CH:13]=3)[CH:9]=[N:10][C:5]2=[CH:4][CH:3]=1.[NH2:24][C@@H:25]1[CH2:30][CH2:29][CH2:28][CH2:27][C@H:26]1[OH:31].CCN(C(C)C)C(C)C. (3) Given the product [CH2:3]([CH:5]([C:11]([CH3:13])=[O:12])[C:6]([OH:8])=[O:7])[CH3:4], predict the reactants needed to synthesize it. The reactants are: [OH-].[Na+].[CH2:3]([CH:5]([C:11]([CH3:13])=[O:12])[C:6]([O:8]CC)=[O:7])[CH3:4]. (4) Given the product [C:1]1([C:7]2[C:8]3([C:14]([OH:16])=[O:15])[CH2:13][C:11]([CH:12]=2)=[CH:10][CH2:9]3)[CH:2]=[CH:3][CH:4]=[CH:5][CH:6]=1, predict the reactants needed to synthesize it. The reactants are: [C:1]1([C:7]2[C:8]3([C:14]([O:16]CC)=[O:15])[CH2:13][C:11]([CH:12]=2)=[CH:10][CH2:9]3)[CH:6]=[CH:5][CH:4]=[CH:3][CH:2]=1.[OH-].[K+].